From a dataset of Full USPTO retrosynthesis dataset with 1.9M reactions from patents (1976-2016). Predict the reactants needed to synthesize the given product. (1) Given the product [Cl:21][C:22]1[C:27]([Cl:28])=[CH:26][CH:25]=[CH:24][C:23]=1[N:29]1[CH2:34][CH2:33][N:32]([CH2:5][CH2:4][CH2:3][C:2]([CH3:7])([CH3:1])[O:8][C:9]2[N:10]=[C:11]3[C:16]([CH2:15][CH2:14][C:13](=[O:19])[NH:12]3)=[CH:17][CH:18]=2)[CH2:31][CH2:30]1, predict the reactants needed to synthesize it. The reactants are: [CH3:1][C:2]([O:8][C:9]1[CH:18]=[CH:17][C:16]2[CH2:15][CH2:14][C:13](=[O:19])[NH:12][C:11]=2[N:10]=1)([CH3:7])[CH2:3][CH2:4][CH:5]=O.Cl.[Cl:21][C:22]1[C:27]([Cl:28])=[CH:26][CH:25]=[CH:24][C:23]=1[N:29]1[CH2:34][CH2:33][NH:32][CH2:31][CH2:30]1.CCN(CC)CC.[BH-](OC(C)=O)(OC(C)=O)OC(C)=O.[Na+]. (2) Given the product [NH2:36][C:28]([CH2:27][N:23]1[C:24]2[C:20](=[CH:19][C:18]([C:15]3[N:14]=[C:13]([C:6]4[CH:7]=[CH:8][C:9]([O:10][CH2:11][CH3:12])=[C:4]([O:3][CH2:1][CH3:2])[CH:5]=4)[O:17][N:16]=3)=[CH:26][CH:25]=2)[CH2:21][CH2:22]1)([CH2:29][OH:30])[CH2:33][OH:32], predict the reactants needed to synthesize it. The reactants are: [CH2:1]([O:3][C:4]1[CH:5]=[C:6]([C:13]2[O:17][N:16]=[C:15]([C:18]3[CH:19]=[C:20]4[C:24](=[CH:25][CH:26]=3)[N:23]([CH2:27][C:28]3([NH:36]C(=O)OC(C)(C)C)[CH2:33][O:32]C(C)(C)[O:30][CH2:29]3)[CH2:22][CH2:21]4)[N:14]=2)[CH:7]=[CH:8][C:9]=1[O:10][CH2:11][CH3:12])[CH3:2].CC1(C)OCC(NC(=O)OC(C)(C)C)(CNC2C=CC(CCCCCCCC)=CC=2)CO1. (3) Given the product [C:1]([N:11]1[CH2:16][CH2:15][N:14]([C:43]2[CH:48]=[CH:47][CH:46]=[CH:45][C:44]=2[N+:49]([O-:51])=[O:50])[CH:13]([C:17]([OH:19])=[O:18])[CH2:12]1)([O:3][CH2:4][C:5]1[CH:6]=[CH:7][CH:8]=[CH:9][CH:10]=1)=[O:2], predict the reactants needed to synthesize it. The reactants are: [C:1]([N:11]1[CH2:16][CH2:15][NH:14][CH:13]([C:17]([OH:19])=[O:18])[CH2:12]1)([O:3][CH2:4][C:5]1[CH:10]=[CH:9][CH:8]=[CH:7][CH:6]=1)=[O:2].C(N(CC(O)=O)CC(O)=O)CN(CC(O)=O)CC(O)=O.[Na][Na].F[C:43]1[CH:48]=[CH:47][CH:46]=[CH:45][C:44]=1[N+:49]([O-:51])=[O:50].C(N(CC)CC)C.Cl.